From a dataset of Full USPTO retrosynthesis dataset with 1.9M reactions from patents (1976-2016). Predict the reactants needed to synthesize the given product. (1) Given the product [CH3:15][O:16][C:17](=[O:33])[CH:18]([NH:19][CH:20]([C:27]1[CH:32]=[CH:31][CH:30]=[CH:29][CH:28]=1)[C:21]1[CH:26]=[CH:25][CH:24]=[CH:23][CH:22]=1)[CH:13]([OH:14])[C:6]1[C:5]2[C:10](=[CH:11][CH:12]=[C:3]([O:2][CH3:1])[N:4]=2)[N:9]=[CH:8][CH:7]=1, predict the reactants needed to synthesize it. The reactants are: [CH3:1][O:2][C:3]1[N:4]=[C:5]2[C:10](=[CH:11][CH:12]=1)[N:9]=[CH:8][CH:7]=[C:6]2[CH:13]=[O:14].[CH3:15][O:16][C:17](=[O:33])[CH2:18][N:19]=[C:20]([C:27]1[CH:32]=[CH:31][CH:30]=[CH:29][CH:28]=1)[C:21]1[CH:26]=[CH:25][CH:24]=[CH:23][CH:22]=1.C(NCC=C)C=C.CC(O)=O.[BH3-]C#N.[Na+]. (2) Given the product [Br:1][C:2]1[C:3]([C:9]2[CH:14]=[CH:13][N:12]=[C:11]([NH2:19])[N:10]=2)=[N:4][N:5]([CH2:7][CH3:8])[CH:6]=1, predict the reactants needed to synthesize it. The reactants are: [Br:1][C:2]1[C:3]([C:9]2[CH:14]=[CH:13][N:12]=[C:11](S(C)(=O)=O)[N:10]=2)=[N:4][N:5]([CH2:7][CH3:8])[CH:6]=1.[NH4+:19].[OH-]. (3) Given the product [CH2:19]([O:18][C:16]1[O:13][C:12](=[O:14])[C:3]2[CH:4]=[C:5]3[C:10]([CH2:9][CH2:8][CH2:7][CH2:6]3)=[CH:11][C:2]=2[N:1]=1)[CH3:20], predict the reactants needed to synthesize it. The reactants are: [NH2:1][C:2]1[C:3]([C:12]([OH:14])=[O:13])=[CH:4][C:5]2[CH2:6][CH2:7][CH2:8][CH2:9][C:10]=2[CH:11]=1.Cl[C:16]([O:18][CH2:19][CH3:20])=O. (4) Given the product [Cl:33][C:30]1[CH:29]=[CH:28][C:27]([CH2:26][CH2:25][N:12]([CH:13]2[CH2:14][CH2:15][NH:16][CH2:17][CH2:18]2)[CH2:11][CH2:10][NH:9][C:1](=[O:8])[C:2]2[CH:7]=[CH:6][CH:5]=[CH:4][CH:3]=2)=[CH:32][CH:31]=1, predict the reactants needed to synthesize it. The reactants are: [C:1]([NH:9][CH2:10][CH2:11][N:12]([CH2:25][CH2:26][C:27]1[CH:32]=[CH:31][C:30]([Cl:33])=[CH:29][CH:28]=1)[CH:13]1[CH2:18][CH2:17][N:16](C(OCC=C)=O)[CH2:15][CH2:14]1)(=[O:8])[C:2]1[CH:7]=[CH:6][CH:5]=[CH:4][CH:3]=1.C1([SiH3])C=CC=CC=1. (5) Given the product [Cl:23][C:15]1[CH:14]=[C:13]([C:11]2[O:10][N:9]=[C:8]([C:4]3[C:3]([CH3:24])=[C:2]([CH2:27][CH2:28][C:29]([O:31][CH2:32][CH3:33])=[O:30])[CH:7]=[CH:6][CH:5]=3)[N:12]=2)[CH:18]=[CH:17][C:16]=1[O:19][CH:20]([CH3:22])[CH3:21], predict the reactants needed to synthesize it. The reactants are: Br[C:2]1[C:3]([CH3:24])=[C:4]([C:8]2[N:12]=[C:11]([C:13]3[CH:18]=[CH:17][C:16]([O:19][CH:20]([CH3:22])[CH3:21])=[C:15]([Cl:23])[CH:14]=3)[O:10][N:9]=2)[CH:5]=[CH:6][CH:7]=1.Br[Zn][CH2:27][CH2:28][C:29]([O:31][CH2:32][CH3:33])=[O:30]. (6) Given the product [C:13]([C:6]1[CH:7]=[C:2]([CH3:1])[CH:3]=[CH:4][N:5]=1)#[N:14], predict the reactants needed to synthesize it. The reactants are: [CH3:1][C:2]1[CH:7]=[CH:6][N+:5]([O-])=[CH:4][CH:3]=1.C[Si]([C:13]#[N:14])(C)C.CN(C)C(Cl)=O.C(=O)([O-])[O-].[K+].[K+]. (7) Given the product [N:1]([CH2:4][CH2:5][O:6][C:7]1[CH:12]=[CH:11][C:10]([CH2:13][CH2:14][C:15]([OH:17])=[O:16])=[CH:9][CH:8]=1)=[N+:2]=[N-:3], predict the reactants needed to synthesize it. The reactants are: [N:1]([CH2:4][CH2:5][O:6][C:7]1[CH:12]=[CH:11][C:10]([CH2:13][CH2:14][C:15]([O:17]C)=[O:16])=[CH:9][CH:8]=1)=[N+:2]=[N-:3].[OH-].[K+].Cl. (8) Given the product [C:1]([O:5][C:6]([NH:8][C@H:9]1[CH2:14][C@@H:13]([OH:15])[CH2:12][N:11]([C:23]([O:25][CH2:26][C:27]2[CH:32]=[CH:31][CH:30]=[CH:29][CH:28]=2)=[O:24])[CH2:10]1)=[O:7])([CH3:4])([CH3:2])[CH3:3], predict the reactants needed to synthesize it. The reactants are: [C:1]([O:5][C:6]([NH:8][C@H:9]1[CH2:14][C@@H:13]([O:15][Si](C(C)(C)C)(C)C)[CH2:12][N:11]([C:23]([O:25][CH2:26][C:27]2[CH:32]=[CH:31][CH:30]=[CH:29][CH:28]=2)=[O:24])[CH2:10]1)=[O:7])([CH3:4])([CH3:3])[CH3:2].CCCC[N+](CCCC)(CCCC)CCCC.[F-]. (9) Given the product [Cl:1][C:2]1[CH:3]=[C:4]([C:5]2[N:6]=[C:13]([OH:15])[C:12]3[CH:16]=[CH:17][N:18]=[CH:19][C:11]=3[N:10]=2)[CH:7]=[CH:8][N:9]=1, predict the reactants needed to synthesize it. The reactants are: [Cl:1][C:2]1[CH:3]=[C:4]([CH:7]=[CH:8][N:9]=1)[C:5]#[N:6].[NH2:10][C:11]1[CH:19]=[N:18][CH:17]=[CH:16][C:12]=1[C:13]([OH:15])=O.